Dataset: Reaction yield outcomes from USPTO patents with 853,638 reactions. Task: Predict the reaction yield, written as a fraction of the theoretical maximum amount of product (1.0 means a 100% yield; for example, 0.34 means a 34% yield). (1) The reactants are [OH:1][CH:2]([C:18]1[O:19][C:20]([C:23]2[N:28]=[CH:27][C:26]([C:29]([O:31][CH3:32])=[O:30])=[CH:25][CH:24]=2)=[CH:21][N:22]=1)[CH2:3][CH2:4][C:5]1[CH:10]=[CH:9][C:8]([O:11][C:12]2[CH:17]=[CH:16][CH:15]=[CH:14][CH:13]=2)=[CH:7][CH:6]=1.CC(OI1(OC(C)=O)(OC(C)=O)OC(=O)C2C=CC=CC1=2)=O.C([O-])(O)=O.[Na+]. The catalyst is C(Cl)Cl. The product is [O:11]([C:8]1[CH:7]=[CH:6][C:5]([CH2:4][CH2:3][C:2]([C:18]2[O:19][C:20]([C:23]3[N:28]=[CH:27][C:26]([C:29]([O:31][CH3:32])=[O:30])=[CH:25][CH:24]=3)=[CH:21][N:22]=2)=[O:1])=[CH:10][CH:9]=1)[C:12]1[CH:17]=[CH:16][CH:15]=[CH:14][CH:13]=1. The yield is 0.820. (2) The reactants are [N+:1]([C:4]1[CH:9]=[CH:8][C:7]([CH:10]2[CH2:15][C:14](=[O:16])[O:13][C:12](=O)[CH2:11]2)=[CH:6][CH:5]=1)([O-:3])=[O:2].[CH3:18][NH2:19]. The catalyst is C1COCC1. The product is [CH3:18][N:19]1[C:14](=[O:16])[CH2:15][CH:10]([C:7]2[CH:8]=[CH:9][C:4]([N+:1]([O-:3])=[O:2])=[CH:5][CH:6]=2)[CH2:11][C:12]1=[O:13]. The yield is 0.830. (3) The reactants are [NH2:1][C:2]1[C:7]([CH:8]2[CH2:12][CH2:11][CH2:10][O:9]2)=[CH:6][C:5]([C:13]2[CH:14]=[N:15][C:16]([C:19]([OH:22])([CH3:21])[CH3:20])=[N:17][CH:18]=2)=[CH:4][C:3]=1[N+:23]([O-])=O.C1COCC1.CCN(CC)CC. The catalyst is [Pd].CO. The product is [NH2:23][C:3]1[CH:4]=[C:5]([C:13]2[CH:18]=[N:17][C:16]([C:19]([OH:22])([CH3:20])[CH3:21])=[N:15][CH:14]=2)[CH:6]=[C:7]([CH:8]2[CH2:12][CH2:11][CH2:10][O:9]2)[C:2]=1[NH2:1]. The yield is 0.980. (4) The reactants are [C:1]([O:5][C:6](=[O:21])[N:7]([CH2:11][C:12]1[CH:17]=[CH:16][C:15]([Cl:18])=[C:14]([CH2:19][OH:20])[CH:13]=1)[CH:8]1[CH2:10][CH2:9]1)([CH3:4])([CH3:3])[CH3:2]. The catalyst is CC#N.O=[Mn]=O. The product is [C:1]([O:5][C:6](=[O:21])[N:7]([CH2:11][C:12]1[CH:17]=[CH:16][C:15]([Cl:18])=[C:14]([CH:19]=[O:20])[CH:13]=1)[CH:8]1[CH2:10][CH2:9]1)([CH3:4])([CH3:2])[CH3:3]. The yield is 1.00. (5) The reactants are CS([C:5]1[N:10]=[C:9]([C:11]2[CH:16]=[CH:15][N:14]=[C:13]([CH3:17])[CH:12]=2)[CH:8]=[CH:7][N:6]=1)(=O)=O.[O:18]1CCOCC1. No catalyst specified. The product is [CH3:17][C:13]1[CH:12]=[C:11]([C:9]2[CH:8]=[CH:7][NH:6][C:5](=[O:18])[N:10]=2)[CH:16]=[CH:15][N:14]=1. The yield is 0.520. (6) The reactants are Cl[C:2]1[N:3]=[CH:4][C:5]([C:8]([OH:10])=[O:9])=[N:6][CH:7]=1.[CH:11]1([CH2:14][OH:15])[CH2:13][CH2:12]1.CC(C)([O-])C.[K+]. The catalyst is CN(C)C=O. The product is [CH:11]1([CH2:14][O:15][C:2]2[N:3]=[CH:4][C:5]([C:8]([OH:10])=[O:9])=[N:6][CH:7]=2)[CH2:13][CH2:12]1. The yield is 0.900.